From a dataset of Catalyst prediction with 721,799 reactions and 888 catalyst types from USPTO. Predict which catalyst facilitates the given reaction. (1) Reactant: [C:1]([C:5]1[CH:10]=[CH:9][CH:8]=[CH:7][C:6]=1[N:11]1[CH2:16][CH2:15][N:14]([C:17]([C:19]2[CH:20]=[CH:21][C:22]([S:25][CH2:26][C:27]([O:29]CC)=[O:28])=[N:23][CH:24]=2)=[O:18])[CH2:13][CH2:12]1)([CH3:4])([CH3:3])[CH3:2].[OH-].[Na+].CO.Cl. Product: [C:1]([C:5]1[CH:10]=[CH:9][CH:8]=[CH:7][C:6]=1[N:11]1[CH2:16][CH2:15][N:14]([C:17]([C:19]2[CH:20]=[CH:21][C:22]([S:25][CH2:26][C:27]([OH:29])=[O:28])=[N:23][CH:24]=2)=[O:18])[CH2:13][CH2:12]1)([CH3:4])([CH3:2])[CH3:3]. The catalyst class is: 7. (2) Reactant: [O:1]1[CH2:5][CH2:4][O:3][CH:2]1[CH2:6][NH2:7].Cl[C:9]1[C:14]([N+:15]([O-:17])=[O:16])=[CH:13][CH:12]=[C:11]([O:18][CH3:19])[N:10]=1.C(OCC)(=O)C.O. Product: [O:1]1[CH2:5][CH2:4][O:3][CH:2]1[CH2:6][NH:7][C:9]1[C:14]([N+:15]([O-:17])=[O:16])=[CH:13][CH:12]=[C:11]([O:18][CH3:19])[N:10]=1. The catalyst class is: 289. (3) Reactant: [NH:1]1[CH2:6][CH2:5][O:4][CH2:3][CH2:2]1.[C:7]([O:11][C:12](=[O:23])[NH:13][CH2:14][C:15]1[CH:20]=[CH:19][CH:18]=[C:17]([CH2:21]Cl)[CH:16]=1)([CH3:10])([CH3:9])[CH3:8]. Product: [C:7]([O:11][C:12]([NH:13][CH2:14][C:15]1[CH:20]=[CH:19][CH:18]=[C:17]([CH2:21][N:1]2[CH2:6][CH2:5][O:4][CH2:3][CH2:2]2)[CH:16]=1)=[O:23])([CH3:10])([CH3:9])[CH3:8]. The catalyst class is: 1. (4) Reactant: [CH3:1][C:2]1[N:3]=[C:4]([C:11]2[CH:16]=[CH:15][CH:14]=[CH:13][N:12]=2)[S:5][C:6]=1[C:7]([O:9][CH3:10])=[O:8].[Br:17]N1C(=O)CCC1=O. Product: [Br:17][CH2:1][C:2]1[N:3]=[C:4]([C:11]2[CH:16]=[CH:15][CH:14]=[CH:13][N:12]=2)[S:5][C:6]=1[C:7]([O:9][CH3:10])=[O:8]. The catalyst class is: 340. (5) Reactant: [Cl:1][C:2]1[CH:7]=[CH:6][C:5]([C:8]([C:10]2[N:11]([CH3:22])[C:12]([S:15][CH2:16][CH2:17][CH2:18][N:19]([CH3:21])[CH3:20])=[N:13][CH:14]=2)=[O:9])=[CH:4][CH:3]=1.[OH:23]O.O.[OH-].[Na+]. Product: [Cl:1][C:2]1[CH:7]=[CH:6][C:5]([C:8]([C:10]2[N:11]([CH3:22])[C:12]([S:15]([CH2:16][CH2:17][CH2:18][N:19]([CH3:21])[CH3:20])=[O:23])=[N:13][CH:14]=2)=[O:9])=[CH:4][CH:3]=1. The catalyst class is: 15. (6) The catalyst class is: 9. Reactant: [C:1]([NH:4][C:5]1[C:19]([NH2:20])=[CH:18][CH:17]=[CH:16][C:6]=1[O:7][CH2:8][CH2:9][CH2:10][C:11]([O:13][CH2:14][CH3:15])=[O:12])(=[O:3])[CH3:2].Br[CH2:22][C:23]1[CH:28]=[CH:27][C:26]([O:29][CH2:30][CH2:31][CH2:32][CH2:33][CH3:34])=[CH:25][C:24]=1[Cl:35].C(=O)([O-])[O-].[K+].[K+]. Product: [C:1]([NH:4][C:5]1[C:19]([NH:20][CH2:22][C:23]2[CH:28]=[CH:27][C:26]([O:29][CH2:30][CH2:31][CH2:32][CH2:33][CH3:34])=[CH:25][C:24]=2[Cl:35])=[CH:18][CH:17]=[CH:16][C:6]=1[O:7][CH2:8][CH2:9][CH2:10][C:11]([O:13][CH2:14][CH3:15])=[O:12])(=[O:3])[CH3:2]. (7) Reactant: [Cl:1][C:2]1[C:7]([CH2:8][C:9]([O:11][CH3:12])=[O:10])=[C:6]([Cl:13])[N:5]=[C:4]([CH2:14][C:15]2[CH:20]=[CH:19][C:18]([N+:21]([O-])=O)=[CH:17][CH:16]=2)[N:3]=1. Product: [NH2:21][C:18]1[CH:17]=[CH:16][C:15]([CH2:14][C:4]2[N:5]=[C:6]([Cl:13])[C:7]([CH2:8][C:9]([O:11][CH3:12])=[O:10])=[C:2]([Cl:1])[N:3]=2)=[CH:20][CH:19]=1. The catalyst class is: 123. (8) Reactant: [F:1][C:2]([F:15])([F:14])[S:3]([O:6]S(C(F)(F)F)(=O)=O)(=[O:5])=[O:4].O[C@@H:17]([CH:28]1[CH2:33][CH2:32][CH2:31][CH2:30][CH2:29]1)[C:18]([O:20][CH2:21][C:22]1[CH:27]=[CH:26][CH:25]=[CH:24][CH:23]=1)=[O:19].N1C(C)=CC=CC=1C. Product: [CH:28]1([C@H:17]([O:6][S:3]([C:2]([F:15])([F:14])[F:1])(=[O:5])=[O:4])[C:18]([O:20][CH2:21][C:22]2[CH:23]=[CH:24][CH:25]=[CH:26][CH:27]=2)=[O:19])[CH2:33][CH2:32][CH2:31][CH2:30][CH2:29]1. The catalyst class is: 2. (9) Reactant: [CH3:1][C:2]([C:4]1[CH:9]=[CH:8][C:7]([C:10]([F:13])([F:12])[F:11])=[CH:6][CH:5]=1)=O.[Na].C[O:16][C:17](=O)[C:18](OC)=O.Cl.O.[NH2:25][NH2:26].[CH3:27][CH2:28][OH:29]. Product: [CH2:28]([O:29][C:17]([C:18]1[NH:26][N:25]=[C:2]([C:4]2[CH:9]=[CH:8][C:7]([C:10]([F:13])([F:12])[F:11])=[CH:6][CH:5]=2)[CH:1]=1)=[O:16])[CH3:27]. The catalyst class is: 6.